From a dataset of Forward reaction prediction with 1.9M reactions from USPTO patents (1976-2016). Predict the product of the given reaction. (1) Given the reactants CC(C)([O-])C.[K+].[C:7](#[N:9])[CH3:8].[Cl:10][C:11]1[CH:12]=[C:13]([CH:16]=[CH:17][C:18]=1[Cl:19])[C:14]#[N:15], predict the reaction product. The product is: [NH2:15][C:14]([C:13]1[CH:16]=[CH:17][C:18]([Cl:19])=[C:11]([Cl:10])[CH:12]=1)=[CH:8][C:7]#[N:9]. (2) Given the reactants [C:1]([C:3]1[CH:19]=[CH:18][CH:17]=[CH:16][C:4]=1[O:5][CH2:6][C:7]1[CH:15]=[CH:14][C:10]([C:11](O)=[O:12])=[CH:9][CH:8]=1)#[N:2].O=S(Cl)[Cl:22], predict the reaction product. The product is: [C:1]([C:3]1[CH:19]=[CH:18][CH:17]=[CH:16][C:4]=1[O:5][CH2:6][C:7]1[CH:15]=[CH:14][C:10]([C:11]([Cl:22])=[O:12])=[CH:9][CH:8]=1)#[N:2]. (3) Given the reactants [F:1][C:2]1[CH:16]=[CH:15][C:5]([O:6][C:7]2[CH:14]=[CH:13][C:10]([CH:11]=[O:12])=[CH:9][CH:8]=2)=[CH:4][CH:3]=1.[BH4-].[Na+], predict the reaction product. The product is: [F:1][C:2]1[CH:16]=[CH:15][C:5]([O:6][C:7]2[CH:14]=[CH:13][C:10]([CH2:11][OH:12])=[CH:9][CH:8]=2)=[CH:4][CH:3]=1. (4) Given the reactants Br[C:2](Br)=[CH:3][CH2:4][CH:5]1[CH2:10][CH2:9][O:8][CH2:7][CH2:6]1.[Li]CCCC.C(=O)(O)[O-].[Na+], predict the reaction product. The product is: [CH2:4]([CH:5]1[CH2:10][CH2:9][O:8][CH2:7][CH2:6]1)[C:3]#[CH:2].